From a dataset of Forward reaction prediction with 1.9M reactions from USPTO patents (1976-2016). Predict the product of the given reaction. (1) Given the reactants [OH:1][C:2]1[C:7](=[O:8])[N:6]2[CH2:9][C:10](=[O:13])[N:11]([CH3:12])[C:5]2=[N:4][C:3]=1[C:14]([O:16]CC)=O.[F:19][C:20]1[CH:27]=[CH:26][C:23]([CH2:24][NH2:25])=[CH:22][C:21]=1[CH3:28], predict the reaction product. The product is: [F:19][C:20]1[CH:27]=[CH:26][C:23]([CH2:24][NH:25][C:14]([C:3]2[N:4]=[C:5]3[N:11]([CH3:12])[C:10](=[O:13])[CH2:9][N:6]3[C:7](=[O:8])[C:2]=2[OH:1])=[O:16])=[CH:22][C:21]=1[CH3:28]. (2) Given the reactants Cl[C:2]1[CH:10]=[CH:9][C:8]([C:11]2[C:12]([C@@H:23]([NH:33][C:34](=[O:50])[CH2:35][N:36]3[C:40]4[C:41]([F:46])([F:45])[C@@H:42]5[CH2:44][C@@H:43]5[C:39]=4[C:38]([CH:47]([F:49])[F:48])=[N:37]3)[CH2:24][C:25]3[CH:30]=[C:29]([F:31])[CH:28]=[C:27]([F:32])[CH:26]=3)=[N:13][C:14]([C:17]#[C:18][C:19]([OH:22])([CH3:21])[CH3:20])=[CH:15][CH:16]=2)=[C:7]2[C:3]=1[C:4]([NH:52][S:53]([CH3:56])(=[O:55])=[O:54])=[N:5][N:6]2[CH3:51].CN1C2C(=CC=CC=2B2OC(C)(C)C(C)(C)O2)C(NS(C)(=O)=O)=N1.BrC1C([C@@H](NC(=O)OC(C)(C)C)CC2C=C(F)C=C(F)C=2)=NC(C#CC(O)(C)C)=CC=1, predict the reaction product. The product is: [CH3:51][N:6]1[C:7]2[C:3](=[CH:2][CH:10]=[CH:9][C:8]=2[C:11]2[C:12]([C@@H:23]([NH:33][C:34](=[O:50])[CH2:35][N:36]3[C:40]4[C:41]([F:45])([F:46])[C@@H:42]5[CH2:44][C@@H:43]5[C:39]=4[C:38]([CH:47]([F:49])[F:48])=[N:37]3)[CH2:24][C:25]3[CH:26]=[C:27]([F:32])[CH:28]=[C:29]([F:31])[CH:30]=3)=[N:13][C:14]([C:17]#[C:18][C:19]([OH:22])([CH3:20])[CH3:21])=[CH:15][CH:16]=2)[C:4]([NH:52][S:53]([CH3:56])(=[O:54])=[O:55])=[N:5]1. (3) Given the reactants [CH3:1][O:2][C:3](=[O:16])[CH2:4][C:5]1[CH:6]=[C:7]2[C:12](=[CH:13][CH:14]=1)[N:11](O)[CH2:10][CH:9]=[CH:8]2.P(Cl)(Cl)([Cl:19])=O, predict the reaction product. The product is: [CH3:1][O:2][C:3](=[O:16])[CH2:4][C:5]1[CH:6]=[C:7]2[C:12](=[CH:13][CH:14]=1)[N:11]=[C:10]([Cl:19])[CH:9]=[CH:8]2. (4) The product is: [CH3:1][N:2]([CH2:3][C:4]1[CH:9]=[CH:8][C:7]([C:10]([N:12]2[CH2:18][C:17]3([CH3:20])[CH2:19][CH:13]2[CH2:14][C:15]([CH3:22])([CH3:21])[CH2:16]3)=[O:11])=[CH:6][CH:5]=1)[C:33](=[O:34])[C:32]1[CH:36]=[CH:37][C:29]([N:23]2[CH2:24][CH2:25][O:26][CH2:27][CH2:28]2)=[N:30][CH:31]=1. Given the reactants [CH3:1][NH:2][CH2:3][C:4]1[CH:9]=[CH:8][C:7]([C:10]([N:12]2[CH2:18][C:17]3([CH3:20])[CH2:19][CH:13]2[CH2:14][C:15]([CH3:22])([CH3:21])[CH2:16]3)=[O:11])=[CH:6][CH:5]=1.[N:23]1([C:29]2[CH:37]=[CH:36][C:32]([C:33](O)=[O:34])=[CH:31][N:30]=2)[CH2:28][CH2:27][O:26][CH2:25][CH2:24]1, predict the reaction product. (5) Given the reactants [F:1][C:2]1[CH:3]=[C:4]([CH:6]=[CH:7][C:8]=1[N:9]1[C:13]([CH3:14])=[N:12][CH:11]=[N:10]1)[NH2:5].[C:15](N1C=CC=CC1=O)(N1C=CC=CC1=O)=[S:16], predict the reaction product. The product is: [F:1][C:2]1[CH:3]=[C:4]([N:5]=[C:15]=[S:16])[CH:6]=[CH:7][C:8]=1[N:9]1[C:13]([CH3:14])=[N:12][CH:11]=[N:10]1. (6) Given the reactants Br[C:2]1[CH:3]=[C:4]([C:8]2[CH:13]=[C:12]([C:14]3[CH:19]=[CH:18][C:17]([Cl:20])=[C:16]([Cl:21])[CH:15]=3)[CH:11]=[C:10]([CH3:22])[N:9]=2)[CH:5]=[CH:6][CH:7]=1.[NH2:23][C:24]1[CH:29]=[CH:28][C:27](B2OC(C)(C)C(C)(C)O2)=[CH:26][N:25]=1, predict the reaction product. The product is: [Cl:21][C:16]1[CH:15]=[C:14]([C:12]2[CH:11]=[C:10]([CH3:22])[N:9]=[C:8]([C:4]3[CH:3]=[C:2]([C:27]4[CH:28]=[CH:29][C:24]([NH2:23])=[N:25][CH:26]=4)[CH:7]=[CH:6][CH:5]=3)[CH:13]=2)[CH:19]=[CH:18][C:17]=1[Cl:20]. (7) The product is: [CH2:17]([N:24]1[C:28](/[CH:29]=[C:6](/[C:5]([O:14][CH2:15][CH3:16])=[O:13])\[CH2:7][C:8]([OH:10])=[O:9])=[CH:27][N:26]=[C:25]1[CH2:31][CH3:32])[C:18]1[CH:19]=[CH:20][CH:21]=[CH:22][CH:23]=1. Given the reactants [O-]CC.[Na+].[C:5]([O:14][CH2:15][CH3:16])(=[O:13])[CH2:6][CH2:7][C:8]([O:10]CC)=[O:9].[CH2:17]([N:24]1[C:28]([CH:29]=O)=[CH:27][N:26]=[C:25]1[CH2:31][CH3:32])[C:18]1[CH:23]=[CH:22][CH:21]=[CH:20][CH:19]=1.C(O)C, predict the reaction product. (8) Given the reactants [C:1]([CH:3]1[CH2:8][CH2:7][N:6]([C:9]([N:11]2[CH2:16][CH:15]([C:17]3[CH:22]=[CH:21][C:20]([C:23]([F:26])([F:25])[F:24])=[CH:19][CH:18]=3)[CH2:14][CH:13]([C:27]([OH:29])=O)[CH2:12]2)=[O:10])[CH2:5][CH2:4]1)#[N:2].[CH2:30]([O:32][CH2:33][CH2:34][C:35](=[N:37]O)[NH2:36])[CH3:31], predict the reaction product. The product is: [CH2:30]([O:32][CH2:33][CH2:34][C:35]1[N:37]=[C:27]([CH:13]2[CH2:14][CH:15]([C:17]3[CH:18]=[CH:19][C:20]([C:23]([F:26])([F:25])[F:24])=[CH:21][CH:22]=3)[CH2:16][N:11]([C:9]([N:6]3[CH2:7][CH2:8][CH:3]([C:1]#[N:2])[CH2:4][CH2:5]3)=[O:10])[CH2:12]2)[O:29][N:36]=1)[CH3:31].